Task: Predict which catalyst facilitates the given reaction.. Dataset: Catalyst prediction with 721,799 reactions and 888 catalyst types from USPTO (1) Reactant: [Cl:1][C:2]1[C:3]([C:8]2[CH:16]=[C:15]([C:17]([F:20])([F:19])[F:18])[CH:14]=[CH:13][C:9]=2[C:10]([OH:12])=O)=[N:4][CH:5]=[CH:6][CH:7]=1.CS(Cl)(=O)=O.C(N(CC)CC)C.[NH2:33][C:34]1[C:42]([CH3:43])=[CH:41][C:40]([Cl:44])=[CH:39][C:35]=1[C:36](O)=[O:37].C([O-])([O-])=O.[K+].[K+]. Product: [Cl:44][C:40]1[CH:41]=[C:42]([CH3:43])[C:34]2[N:33]=[C:10]([C:9]3[CH:13]=[CH:14][C:15]([C:17]([F:20])([F:19])[F:18])=[CH:16][C:8]=3[C:3]3[C:2]([Cl:1])=[CH:7][CH:6]=[CH:5][N:4]=3)[O:12][C:36](=[O:37])[C:35]=2[CH:39]=1. The catalyst class is: 10. (2) Product: [CH3:1][S:2][C:3]1[NH:7][C:6]([CH2:8][CH2:9][N:29]2[CH2:28][CH2:27][CH:26]([N:23]3[C:22]4[CH:32]=[CH:33][C:19]([F:18])=[CH:20][C:21]=4[N:25]=[N:24]3)[CH2:31][CH2:30]2)=[C:5]([C:11]2[CH:16]=[CH:15][C:14]([F:17])=[CH:13][CH:12]=2)[N:4]=1. Reactant: [CH3:1][S:2][C:3]1[NH:4][C:5]([C:11]2[CH:16]=[CH:15][C:14]([F:17])=[CH:13][CH:12]=2)=[C:6]([CH2:8][CH2:9]Cl)[N:7]=1.[F:18][C:19]1[CH:33]=[CH:32][C:22]2[N:23]([CH:26]3[CH2:31][CH2:30][NH:29][CH2:28][CH2:27]3)[N:24]=[N:25][C:21]=2[CH:20]=1.C(N(C(C)C)CC)(C)C. The catalyst class is: 5. (3) Reactant: [CH2:1]([O:3][C:4]([C:6]1[CH2:7][C:8]([NH2:18])=[N:9][C:10]2[CH:16]=[CH:15][C:14](Br)=[CH:13][C:11]=2[CH:12]=1)=[O:5])[CH3:2].[CH3:19][O:20][C:21]1[CH:26]=[CH:25][CH:24]=[CH:23][C:22]=1B(O)O.C(O)C.C(=O)([O-])[O-].[Cs+].[Cs+]. Product: [NH2:18][C:8]1[CH2:7][C:6]([C:4]([O:3][CH2:1][CH3:2])=[O:5])=[CH:12][C:11]2[CH:13]=[C:14]([C:22]3[CH:23]=[CH:24][CH:25]=[CH:26][C:21]=3[O:20][CH3:19])[CH:15]=[CH:16][C:10]=2[N:9]=1. The catalyst class is: 103. (4) Reactant: [H-].[Na+].[F:3][C:4]1([F:32])[CH2:9][CH2:8][CH2:7][CH:6]([C@@H:10]2[CH2:15][C@H:14]([C:16]3[CH:21]=[CH:20][CH:19]=[CH:18][CH:17]=3)[CH2:13][CH2:12][N:11]2C(OCC2C=CC=CC=2)=O)[CH2:5]1. Product: [F:32][C:4]1([F:3])[CH2:9][CH2:8][CH2:7][CH:6]([C@@H:10]2[CH2:15][C@H:14]([C:16]3[CH:17]=[CH:18][CH:19]=[CH:20][CH:21]=3)[CH2:13][CH2:12][NH:11]2)[CH2:5]1. The catalyst class is: 1. (5) The catalyst class is: 1. Product: [Cl:25][C:6]1[CH:5]=[CH:4][C:3]([CH2:2][NH:1][C:57](=[O:58])[C:56]([CH3:61])([CH3:60])[CH2:55][O:54][CH3:53])=[CH:8][C:7]=1[C:9]1[NH:13][C:12](=[O:14])[N:11]([C:15]2[CH:16]=[CH:17][C:18]([C:21]([F:24])([F:23])[F:22])=[CH:19][CH:20]=2)[N:10]=1. Reactant: [NH2:1][CH2:2][C:3]1[CH:4]=[CH:5][C:6]([Cl:25])=[C:7]([C:9]2[NH:13][C:12](=[O:14])[N:11]([C:15]3[CH:20]=[CH:19][C:18]([C:21]([F:24])([F:23])[F:22])=[CH:17][CH:16]=3)[N:10]=2)[CH:8]=1.CN(C=O)C.CN(C(ON1N=NC2C=CC=CC1=2)=[N+](C)C)C.[B-](F)(F)(F)F.[CH3:53][O:54][CH2:55][C:56]([CH3:61])([CH3:60])[C:57](O)=[O:58]. (6) Reactant: O[C:2]1[N:7]=[C:6]([C:8]([OH:10])=O)[CH:5]=[CH:4][CH:3]=1.Br[CH2:12][C:13]1[CH:18]=[CH:17][CH:16]=[CH:15][CH:14]=1.[C:19]([O-:22])([O-])=O.[Cs+].[Cs+].[OH2:25]. Product: [CH2:12]([O:25][C:8]([C:6]1[CH:5]=[CH:4][CH:3]=[C:2]([O:22][CH2:19][C:13]2[CH:18]=[CH:17][CH:16]=[CH:15][CH:14]=2)[N:7]=1)=[O:10])[C:13]1[CH:18]=[CH:17][CH:16]=[CH:15][CH:14]=1. The catalyst class is: 3. (7) Reactant: Br[C:2]1[C:10]2[C:9]([NH:11][C@H:12]([C:14]3[N:19]([C:20]4[CH:25]=[CH:24][CH:23]=[CH:22][CH:21]=4)[C:18](=[O:26])[C:17]4=[C:27]([CH3:30])[CH:28]=[CH:29][N:16]4[N:15]=3)[CH3:13])=[N:8][CH:7]=[N:6][C:5]=2[N:4]([CH2:31][O:32][CH2:33][CH2:34][Si:35]([CH3:38])([CH3:37])[CH3:36])[CH:3]=1.[CH3:39][N:40]1[C:44](B2OC(C)(C)C(C)(C)O2)=[CH:43][C:42]([C:54]([F:57])([F:56])[F:55])=[N:41]1.C(=O)([O-])[O-].[Na+].[Na+]. Product: [CH3:30][C:27]1[CH:28]=[CH:29][N:16]2[C:17]=1[C:18](=[O:26])[N:19]([C:20]1[CH:25]=[CH:24][CH:23]=[CH:22][CH:21]=1)[C:14]([C@@H:12]([NH:11][C:9]1[C:10]3[C:2]([C:44]4[N:40]([CH3:39])[N:41]=[C:42]([C:54]([F:57])([F:56])[F:55])[CH:43]=4)=[CH:3][N:4]([CH2:31][O:32][CH2:33][CH2:34][Si:35]([CH3:38])([CH3:37])[CH3:36])[C:5]=3[N:6]=[CH:7][N:8]=1)[CH3:13])=[N:15]2. The catalyst class is: 600. (8) Product: [CH2:22]([N:29]1[C:12]([C:13]2[CH:18]=[CH:17][CH:16]=[CH:15][CH:14]=2)=[N:11][C:10]([NH:9][C:1](=[O:8])[C:2]2[CH:7]=[CH:6][CH:5]=[CH:4][CH:3]=2)=[N:30]1)[C:23]1[CH:28]=[CH:27][CH:26]=[CH:25][CH:24]=1. The catalyst class is: 18. Reactant: [C:1]([NH:9]/[C:10](/SC)=[N:11]/[C:12](=O)[C:13]1[CH:18]=[CH:17][CH:16]=[CH:15][CH:14]=1)(=[O:8])[C:2]1[CH:7]=[CH:6][CH:5]=[CH:4][CH:3]=1.[CH2:22]([NH:29][NH2:30])[C:23]1[CH:28]=[CH:27][CH:26]=[CH:25][CH:24]=1.